From a dataset of Reaction yield outcomes from USPTO patents with 853,638 reactions. Predict the reaction yield, written as a fraction of the theoretical maximum amount of product (1.0 means a 100% yield; for example, 0.34 means a 34% yield). (1) The reactants are [Br:1][C:2]1[CH:3]=[C:4]2[C:9](=[CH:10][CH:11]=1)[N:8]=[CH:7][N:6]=[C:5]2[C:12]1[CH:13]=[C:14]([CH:18]=[CH:19][CH:20]=1)[C:15]([OH:17])=O.CN(C(ON1N=NC2C=CC=CC1=2)=[N+](C)C)C.F[P-](F)(F)(F)(F)F.CCN(C(C)C)C(C)C.[CH:54]12[CH2:60][CH:57]([NH:58][CH2:59]1)[CH2:56][N:55]2[C:61]([O:63][C:64]([CH3:67])([CH3:66])[CH3:65])=[O:62]. The catalyst is CN(C=O)C. The product is [Br:1][C:2]1[CH:3]=[C:4]2[C:9](=[CH:10][CH:11]=1)[N:8]=[CH:7][N:6]=[C:5]2[C:12]1[CH:13]=[C:14]([CH:18]=[CH:19][CH:20]=1)[C:15]([N:58]1[CH2:59][CH:54]2[CH2:60][CH:57]1[CH2:56][N:55]2[C:61]([O:63][C:64]([CH3:67])([CH3:66])[CH3:65])=[O:62])=[O:17]. The yield is 0.830. (2) The reactants are [CH:1]([N:4]1[C:8]([CH:9]2[CH2:14][CH2:13][N:12]([CH:15]3[CH2:18][O:17][CH2:16]3)[CH2:11][CH2:10]2)=[CH:7][C:6]([C:19]2[CH:20]=[C:21]([C:26]([F:29])([F:28])[F:27])[C:22]([NH2:25])=[N:23][CH:24]=2)=[N:5]1)([CH3:3])[CH3:2].IC1C=C(C2CCN(CCOC)CC2)N(C(C)C)N=1. No catalyst specified. The product is [CH:1]([N:4]1[C:8]([CH:9]2[CH2:14][CH2:13][N:12]([CH2:15][CH2:16][O:17][CH3:18])[CH2:11][CH2:10]2)=[CH:7][C:6]([C:19]2[CH:20]=[C:21]([C:26]([F:28])([F:29])[F:27])[C:22]([NH2:25])=[N:23][CH:24]=2)=[N:5]1)([CH3:3])[CH3:2]. The yield is 0.150. (3) The reactants are [F:1][C:2]1[CH:11]=[C:10]2[C:5]([CH:6]=[CH:7][N:8]([C:13]3[CH:18]=[CH:17][C:16]([N+:19]([O-:21])=[O:20])=[CH:15][CH:14]=3)[C:9]2=[O:12])=[CH:4][C:3]=1[O:22]C.B(Br)(Br)Br. The catalyst is ClCCl. The product is [F:1][C:2]1[CH:11]=[C:10]2[C:5]([CH:6]=[CH:7][N:8]([C:13]3[CH:14]=[CH:15][C:16]([N+:19]([O-:21])=[O:20])=[CH:17][CH:18]=3)[C:9]2=[O:12])=[CH:4][C:3]=1[OH:22]. The yield is 0.890. (4) The reactants are Cl[C:2]1[CH:7]=[C:6]([C:8]([F:11])([F:10])[F:9])[N:5]=[C:4]([C:12]2[CH:13]=[N:14][CH:15]=[CH:16][CH:17]=2)[N:3]=1.[NH:18]1[C:26]2[C:21](=[CH:22][C:23]([NH2:27])=[CH:24][CH:25]=2)[CH:20]=[CH:19]1.C(=O)([O-])[O-].[K+].[K+]. The catalyst is CN(C=O)C.C(OCC)(=O)C. The product is [NH:18]1[C:26]2[C:21](=[CH:22][C:23]([NH:27][C:2]3[CH:7]=[C:6]([C:8]([F:11])([F:10])[F:9])[N:5]=[C:4]([C:12]4[CH:13]=[N:14][CH:15]=[CH:16][CH:17]=4)[N:3]=3)=[CH:24][CH:25]=2)[CH:20]=[CH:19]1. The yield is 0.780. (5) The catalyst is C(#N)C. The yield is 0.760. The reactants are [CH3:1][N:2]1[C:6]([NH2:7])=[CH:5][C:4]([C:8]2[CH:13]=[CH:12][CH:11]=[CH:10][N:9]=2)=[N:3]1.[Cl:14][C:15]1[CH:22]=[CH:21][C:18]([CH:19]=O)=[C:17]([CH3:23])[CH:16]=1.[SH:24][CH2:25][C:26](=O)[CH3:27].C1(C)C=CC(S(O)(=O)=O)=CC=1. The product is [Cl:14][C:15]1[CH:22]=[CH:21][C:18]([CH:19]2[S:24][CH2:25][C:26]([CH3:27])=[N:7][C:6]3[N:2]([CH3:1])[N:3]=[C:4]([C:8]4[CH:13]=[CH:12][CH:11]=[CH:10][N:9]=4)[C:5]2=3)=[C:17]([CH3:23])[CH:16]=1. (6) The reactants are [C:1]1([CH2:7][CH:8]([C:10]2([C:16]3[CH:21]=[CH:20][CH:19]=[CH:18][CH:17]=3)SCCCS2)[OH:9])[CH:6]=[CH:5][CH:4]=[CH:3][CH:2]=1.C(#N)C.[OH2:25]. The catalyst is C(OCC)(=O)C. The product is [OH:9][CH:8]([CH2:7][C:1]1[CH:6]=[CH:5][CH:4]=[CH:3][CH:2]=1)[C:10]([C:16]1[CH:21]=[CH:20][CH:19]=[CH:18][CH:17]=1)=[O:25]. The yield is 0.740. (7) The reactants are [CH3:1][C:2]1[CH:3]=[C:4]([OH:9])[CH:5]=[CH:6][C:7]=1[CH3:8].C([Mg]Cl)(C)C.[C:15]1([CH:21]([C:33]2[CH:38]=[CH:37][CH:36]=[CH:35][CH:34]=2)[N:22]2[C:30]3[C:25](=[CH:26][CH:27]=[CH:28][CH:29]=3)[C:24](=[O:31])[C:23]2=[O:32])[CH:20]=[CH:19][CH:18]=[CH:17][CH:16]=1. The catalyst is O1CCCC1. The product is [C:33]1([CH:21]([C:15]2[CH:20]=[CH:19][CH:18]=[CH:17][CH:16]=2)[N:22]2[C:30]3[C:25](=[CH:26][CH:27]=[CH:28][CH:29]=3)[C:24]([OH:31])([C:5]3[CH:6]=[C:7]([CH3:8])[C:2]([CH3:1])=[CH:3][C:4]=3[OH:9])[C:23]2=[O:32])[CH:34]=[CH:35][CH:36]=[CH:37][CH:38]=1. The yield is 0.730.